The task is: Predict which catalyst facilitates the given reaction.. This data is from Catalyst prediction with 721,799 reactions and 888 catalyst types from USPTO. (1) Reactant: C([O:4][CH:5]1[C:9]2[N:10]=[CH:11][N:12]=[C:13]([N:14]3[CH2:19][CH2:18][N:17]([C:20]([O:22][C:23]([CH3:26])([CH3:25])[CH3:24])=[O:21])[CH2:16][CH2:15]3)[C:8]=2[CH2:7][CH2:6]1)(=O)C.[Li+].[OH-]. Product: [OH:4][CH:5]1[C:9]2[N:10]=[CH:11][N:12]=[C:13]([N:14]3[CH2:19][CH2:18][N:17]([C:20]([O:22][C:23]([CH3:26])([CH3:25])[CH3:24])=[O:21])[CH2:16][CH2:15]3)[C:8]=2[CH2:7][CH2:6]1. The catalyst class is: 1. (2) Reactant: [NH2:1][C:2]1[CH:3]=[C:4]([CH:9]=[CH:10][C:11]=1[CH2:12][CH3:13])[C:5]([O:7][CH3:8])=[O:6].[CH3:14][CH2:15][N:16](C(C)C)C(C)C.BrCC#N. Product: [C:15]([CH2:14][NH:1][C:2]1[CH:3]=[C:4]([CH:9]=[CH:10][C:11]=1[CH2:12][CH3:13])[C:5]([O:7][CH3:8])=[O:6])#[N:16]. The catalyst class is: 1. (3) Reactant: [N:1]1([C:6]2[CH:7]=[N:8][CH:9]=[CH:10][CH:11]=2)[CH:5]=[CH:4][CH:3]=[N:2]1.[N+]([O-])([O-])=O.[Ce+4].[NH4+].[N+]([O-])([O-])=O.[N+]([O-])([O-])=O.[N+]([O-])([O-])=O.[N+]([O-])([O-])=O.[Br:34]N1C(=O)CCC1=O.C(OCC)(=O)C. Product: [Br:34][C:4]1[CH:3]=[N:2][N:1]([C:6]2[CH:7]=[N:8][CH:9]=[CH:10][CH:11]=2)[CH:5]=1. The catalyst class is: 10. (4) Reactant: [OH:1][C:2]1[CH:7]=[CH:6][C:5]([CH2:8][C:9](OCC)=O)=[CH:4][CH:3]=1.[I:14][C:15]1[CH:20]=[CH:19][C:18]([NH:21][C:22](=[S:25])[NH:23][NH2:24])=[CH:17][CH:16]=1.C[O-].[Na+]. Product: [OH:1][C:2]1[CH:3]=[CH:4][C:5]([CH2:8][C:9]2[N:21]([C:18]3[CH:19]=[CH:20][C:15]([I:14])=[CH:16][CH:17]=3)[C:22](=[S:25])[NH:23][N:24]=2)=[CH:6][CH:7]=1. The catalyst class is: 5. (5) Reactant: [H-].[Al+3].[Li+].[H-].[H-].[H-].[C:7]1([C:13]2[CH:18]=[CH:17][N:16]=[C:15]([C:19]([NH:21][CH2:22][CH2:23][CH3:24])=O)[CH:14]=2)[CH:12]=[CH:11][CH:10]=[CH:9][CH:8]=1.[OH-].[Na+]. Product: [C:7]1([C:13]2[CH:18]=[CH:17][N:16]=[C:15]([CH2:19][NH:21][CH2:22][CH2:23][CH3:24])[CH:14]=2)[CH:8]=[CH:9][CH:10]=[CH:11][CH:12]=1. The catalyst class is: 7.